From a dataset of Forward reaction prediction with 1.9M reactions from USPTO patents (1976-2016). Predict the product of the given reaction. Given the reactants C[O-].[Na+:3].[CH:4]1([CH:7]([C:12]2[CH:17]=[CH:16][CH:15]=[C:14]([CH2:18][O:19][C:20]3[CH:25]=[CH:24][C:23]([C:26]4[CH:31]=[C:30]([O:32][CH3:33])[CH:29]=[CH:28][C:27]=4[F:34])=[C:22]([CH2:35][C:36]([CH3:39])([CH3:38])[CH3:37])[CH:21]=3)[CH:13]=2)[CH2:8][C:9]([OH:11])=[O:10])[CH2:6][CH2:5]1, predict the reaction product. The product is: [CH:4]1([CH:7]([C:12]2[CH:17]=[CH:16][CH:15]=[C:14]([CH2:18][O:19][C:20]3[CH:25]=[CH:24][C:23]([C:26]4[CH:31]=[C:30]([O:32][CH3:33])[CH:29]=[CH:28][C:27]=4[F:34])=[C:22]([CH2:35][C:36]([CH3:39])([CH3:38])[CH3:37])[CH:21]=3)[CH:13]=2)[CH2:8][C:9]([O-:11])=[O:10])[CH2:5][CH2:6]1.[Na+:3].